The task is: Predict the reactants needed to synthesize the given product.. This data is from Retrosynthesis with 50K atom-mapped reactions and 10 reaction types from USPTO. (1) Given the product CC[C@H]1CC[C@H]2[C@H]3[C@H](CC[C@]12C)[C@]1(C)C(=CC(=O)[C@@H]2O[C@@H]21)C[C@H]3O, predict the reactants needed to synthesize it. The reactants are: CC[C@H]1CC[C@H]2[C@H]3[C@H](CC[C@]12C)[C@]1(C)C(=C[C@@H](O)[C@@H]2O[C@@H]21)C[C@H]3O. (2) The reactants are: O=C(O)C1CCC(Cc2cccc(Cl)c2)CC1. Given the product OCC1CCC(Cc2cccc(Cl)c2)CC1, predict the reactants needed to synthesize it. (3) Given the product CC(C)(C)[S@](=O)N=Cc1cccc(C#N)c1, predict the reactants needed to synthesize it. The reactants are: CC(C)(C)[S@@](N)=O.N#Cc1cccc(C=O)c1. (4) The reactants are: CCn1c2ccccc2c2cccc(C(=O)OC)c21. Given the product CCn1c2ccccc2c2cccc(CO)c21, predict the reactants needed to synthesize it. (5) Given the product Nc1cc(Oc2ccc3c(C(=O)O)c[nH]c3c2)ncn1, predict the reactants needed to synthesize it. The reactants are: COC(=O)c1c[nH]c2cc(Oc3cc(N)ncn3)ccc12. (6) Given the product CC(C)(C)N(NC(=O)c1ccccn1)C(=O)c1ccccc1Br, predict the reactants needed to synthesize it. The reactants are: CC(C)(C)NNC(=O)c1ccccn1.O=C(Cl)c1ccccc1Br.